Dataset: Forward reaction prediction with 1.9M reactions from USPTO patents (1976-2016). Task: Predict the product of the given reaction. (1) The product is: [CH3:18][O:19][N:20]=[C:21]([C:29]1[O:30][CH2:31][CH2:32][N:33]=1)[C:22]1[CH:27]=[CH:26][CH:25]=[CH:24][C:23]=1[O:28][C:8]1[CH:13]=[CH:12][C:11]([C:14]([F:17])([F:16])[F:15])=[CH:10][N:9]=1. Given the reactants C(=O)([O-])[O-].[K+].[K+].Cl[C:8]1[CH:13]=[CH:12][C:11]([C:14]([F:17])([F:16])[F:15])=[CH:10][N:9]=1.[CH3:18][O:19][N:20]=[C:21]([C:29]1[O:30][CH2:31][CH2:32][N:33]=1)[C:22]1[CH:27]=[CH:26][CH:25]=[CH:24][C:23]=1[OH:28].[OH-].[Na+], predict the reaction product. (2) Given the reactants [N+:1]([C:4]1[C:5]([O:10][C:11]2[CH:16]=[CH:15][CH:14]=[C:13]([C:17]([F:20])([F:19])[F:18])[CH:12]=2)=[N:6][CH:7]=[CH:8][CH:9]=1)([O-])=O.C(OCC)(=O)C, predict the reaction product. The product is: [F:20][C:17]([F:18])([F:19])[C:13]1[CH:12]=[C:11]([CH:16]=[CH:15][CH:14]=1)[O:10][C:5]1[C:4]([NH2:1])=[CH:9][CH:8]=[CH:7][N:6]=1. (3) The product is: [Cl:1][C:2]1[CH:3]=[C:4]([CH:18]=[C:19]([F:21])[CH:20]=1)[CH2:5][CH:6]1[C:13]2[CH:12]=[C:11]([C:14]([OH:16])=[O:15])[NH:10][C:9]=2[CH2:8][CH2:7]1. Given the reactants [Cl:1][C:2]1[CH:3]=[C:4]([CH:18]=[C:19]([F:21])[CH:20]=1)[CH2:5][CH:6]1[C:13]2[CH:12]=[C:11]([C:14]([O:16]C)=[O:15])[NH:10][C:9]=2[CH2:8][CH2:7]1.[OH-].[Li+].CO, predict the reaction product. (4) Given the reactants [CH3:1][O:2][C:3]1[CH:12]=[C:11]2[C:6]([CH:7]=[CH:8][CH:9]=[C:10]2[CH2:13][CH2:14][OH:15])=[CH:5][CH:4]=1.C(N(CC)CC)C.[S:23](Cl)([CH3:26])(=[O:25])=[O:24].O, predict the reaction product. The product is: [CH3:26][S:23]([O:15][CH2:14][CH2:13][C:10]1[C:11]2[C:6](=[CH:5][CH:4]=[C:3]([O:2][CH3:1])[CH:12]=2)[CH:7]=[CH:8][CH:9]=1)(=[O:25])=[O:24]. (5) Given the reactants [F:1][C:2]1[CH:7]=[CH:6][C:5]([CH:8]2[CH2:12][CH2:11][CH2:10][N:9]2[C:13]2[CH:18]=[CH:17][N:16]=[C:15]([NH2:19])[CH:14]=2)=[CH:4][CH:3]=1.[C:20]([N:28]=C=O)(=[O:27])C1C=CC=CC=1.C(O)C.C(=O)([O-])[O-].[K+].[K+], predict the reaction product. The product is: [F:1][C:2]1[CH:3]=[CH:4][C:5]([CH:8]2[CH2:12][CH2:11][CH2:10][N:9]2[C:13]2[CH:18]=[CH:17][N:16]=[C:15]([NH:19][C:20]([NH2:28])=[O:27])[CH:14]=2)=[CH:6][CH:7]=1. (6) Given the reactants Cl.Cl.[C:3]([C:7]1[CH:12]=[CH:11][CH:10]=[CH:9][C:8]=1[N:13]1[CH2:18][CH2:17][NH:16][CH2:15][CH2:14]1)([CH3:6])([CH3:5])[CH3:4].[NH:19]1[CH:23]=[C:22]([C:24](O)=[O:25])[N:21]=[CH:20]1.Cl.C(N=C=NCCCN(C)C)C.O.ON1C2C=CC=CC=2N=N1, predict the reaction product. The product is: [C:3]([C:7]1[CH:12]=[CH:11][CH:10]=[CH:9][C:8]=1[N:13]1[CH2:18][CH2:17][N:16]([C:24]([C:22]2[N:21]=[CH:20][NH:19][CH:23]=2)=[O:25])[CH2:15][CH2:14]1)([CH3:6])([CH3:4])[CH3:5]. (7) The product is: [CH3:21][O:20][N:19]([CH3:18])[C:14]([CH:10]1[O:11][CH2:12][CH2:13][N:8]([C:6]([O:5][C:1]([CH3:2])([CH3:3])[CH3:4])=[O:7])[CH2:9]1)=[O:16]. Given the reactants [C:1]([O:5][C:6]([N:8]1[CH2:13][CH2:12][O:11][CH:10]([C:14]([OH:16])=O)[CH2:9]1)=[O:7])([CH3:4])([CH3:3])[CH3:2].Cl.[CH3:18][NH:19][O:20][CH3:21].CCN(C(C)C)C(C)C.CN(C(ON1N=NC2C=CC=NC1=2)=[N+](C)C)C.F[P-](F)(F)(F)(F)F, predict the reaction product. (8) Given the reactants [OH-].[Na+].C[O:4][C:5](=[O:40])[CH2:6][C:7]1[CH:12]=[CH:11][C:10]([C:13]2[CH:18]=[CH:17][C:16]([C:19]([CH2:37][CH3:38])([C:22]3[CH:27]=[CH:26][C:25]([CH2:28][CH2:29][C:30]4([OH:35])[CH2:34][CH2:33][CH2:32][CH2:31]4)=[C:24]([CH3:36])[CH:23]=3)[CH2:20][CH3:21])=[CH:15][C:14]=2[CH3:39])=[CH:9][CH:8]=1.[Cl-].[NH4+], predict the reaction product. The product is: [CH2:20]([C:19]([C:16]1[CH:17]=[CH:18][C:13]([C:10]2[CH:9]=[CH:8][C:7]([CH2:6][C:5]([OH:40])=[O:4])=[CH:12][CH:11]=2)=[C:14]([CH3:39])[CH:15]=1)([C:22]1[CH:27]=[CH:26][C:25]([CH2:28][CH2:29][C:30]2([OH:35])[CH2:34][CH2:33][CH2:32][CH2:31]2)=[C:24]([CH3:36])[CH:23]=1)[CH2:37][CH3:38])[CH3:21].